From a dataset of Peptide-MHC class I binding affinity with 185,985 pairs from IEDB/IMGT. Regression. Given a peptide amino acid sequence and an MHC pseudo amino acid sequence, predict their binding affinity value. This is MHC class I binding data. The peptide sequence is YRFRFRSVY. The MHC is HLA-B08:03 with pseudo-sequence HLA-B08:03. The binding affinity (normalized) is 0.0847.